From a dataset of Catalyst prediction with 721,799 reactions and 888 catalyst types from USPTO. Predict which catalyst facilitates the given reaction. (1) Reactant: [H-].[Na+].C1COCC1.[O:8]=[C:9]1[CH:15]([NH:16][C:17](=[O:23])[O:18][C:19]([CH3:22])([CH3:21])[CH3:20])[CH2:14][S:13][CH2:12][CH2:11][NH:10]1.Br[CH2:25][C:26]1[CH:35]=[CH:34][C:33]2[C:28](=[CH:29][CH:30]=[CH:31][CH:32]=2)[CH:27]=1. Product: [C:19]([O:18][C:17](=[O:23])[NH:16][CH:15]1[CH2:14][S:13][CH2:12][CH2:11][N:10]([CH2:25][C:26]2[CH:35]=[CH:34][C:33]3[C:28](=[CH:29][CH:30]=[CH:31][CH:32]=3)[CH:27]=2)[C:9]1=[O:8])([CH3:20])([CH3:22])[CH3:21]. The catalyst class is: 238. (2) Reactant: [Br:1][C:2]1[CH:3]=[N:4][CH:5]=[C:6](/[CH:8]=[CH:9]/[N+:10]([O-])=O)[CH:7]=1.[CH3:13][C:14]([O:17][C:18](O[C:18]([O:17][C:14]([CH3:16])([CH3:15])[CH3:13])=[O:19])=[O:19])([CH3:16])[CH3:15].O. Product: [Br:1][C:2]1[CH:7]=[C:6]([CH2:8][CH2:9][NH:10][C:18](=[O:19])[O:17][C:14]([CH3:16])([CH3:15])[CH3:13])[CH:5]=[N:4][CH:3]=1. The catalyst class is: 1. (3) Product: [Cl:34][CH2:36][CH2:35][NH:41][C:13]([C@@H:12]1[C:11]([CH3:16])([CH3:17])[S:10][CH2:9][NH:8]1)=[O:15]. Reactant: C(OC([N:8]1[C@H:12]([C:13]([OH:15])=O)[C:11]([CH3:17])([CH3:16])[S:10][CH2:9]1)=O)(C)(C)C.P([Cl:34])(OC1C=CC=CC=1)(OC1C=CC=CC=1)=O.[C@H:35]1([NH2:41])CCCC=[CH:36]1.CS(O)(=O)=O. The catalyst class is: 25. (4) Reactant: [H-].[Na+].[CH3:3][C:4]1[C:12]2[C:11]([O:13][CH:14]3[CH2:19][CH2:18][CH:17]([NH:20][C:21](=[O:27])[O:22][C:23]([CH3:26])([CH3:25])[CH3:24])[CH2:16][CH2:15]3)=[N:10][CH:9]=[N:8][C:7]=2[S:6][C:5]=1[CH3:28].I[CH3:30]. Product: [CH3:3][C:4]1[C:12]2[C:11]([O:13][CH:14]3[CH2:15][CH2:16][CH:17]([N:20]([CH3:30])[C:21](=[O:27])[O:22][C:23]([CH3:24])([CH3:25])[CH3:26])[CH2:18][CH2:19]3)=[N:10][CH:9]=[N:8][C:7]=2[S:6][C:5]=1[CH3:28]. The catalyst class is: 9. (5) Reactant: [Cl:1][C:2]1[CH:7]=[CH:6][CH:5]=[CH:4][C:3]=1[C:8]1[C:9]([O:36][CH3:37])=[N:10][C:11]2[N:12]([N:21]=[C:22](S(C)(=O)=O)[C:23]=2[C:24](=[O:31])[NH:25][CH:26]2[CH2:30][CH2:29][CH2:28][CH2:27]2)[C:13]=1[C:14]1[CH:19]=[CH:18][C:17]([Cl:20])=[CH:16][CH:15]=1.[CH3:38][O-:39].[Na+].C(Cl)(Cl)Cl.O. Product: [Cl:1][C:2]1[CH:7]=[CH:6][CH:5]=[CH:4][C:3]=1[C:8]1[C:9]([O:36][CH3:37])=[N:10][C:11]2[N:12]([N:21]=[C:22]([O:39][CH3:38])[C:23]=2[C:24](=[O:31])[NH:25][CH:26]2[CH2:30][CH2:29][CH2:28][CH2:27]2)[C:13]=1[C:14]1[CH:19]=[CH:18][C:17]([Cl:20])=[CH:16][CH:15]=1. The catalyst class is: 111.